From a dataset of NCI-60 drug combinations with 297,098 pairs across 59 cell lines. Regression. Given two drug SMILES strings and cell line genomic features, predict the synergy score measuring deviation from expected non-interaction effect. (1) Drug 1: CN1CCC(CC1)COC2=C(C=C3C(=C2)N=CN=C3NC4=C(C=C(C=C4)Br)F)OC. Drug 2: CC1C(C(=O)NC(C(=O)N2CCCC2C(=O)N(CC(=O)N(C(C(=O)O1)C(C)C)C)C)C(C)C)NC(=O)C3=C4C(=C(C=C3)C)OC5=C(C(=O)C(=C(C5=N4)C(=O)NC6C(OC(=O)C(N(C(=O)CN(C(=O)C7CCCN7C(=O)C(NC6=O)C(C)C)C)C)C(C)C)C)N)C. Cell line: PC-3. Synergy scores: CSS=12.7, Synergy_ZIP=8.25, Synergy_Bliss=13.7, Synergy_Loewe=14.0, Synergy_HSA=13.5. (2) Drug 1: C1=CN(C(=O)N=C1N)C2C(C(C(O2)CO)O)O.Cl. Drug 2: CC1CCC2CC(C(=CC=CC=CC(CC(C(=O)C(C(C(=CC(C(=O)CC(OC(=O)C3CCCCN3C(=O)C(=O)C1(O2)O)C(C)CC4CCC(C(C4)OC)OCCO)C)C)O)OC)C)C)C)OC. Cell line: DU-145. Synergy scores: CSS=26.4, Synergy_ZIP=-2.78, Synergy_Bliss=2.80, Synergy_Loewe=-0.217, Synergy_HSA=2.10. (3) Drug 1: CC1CCC2CC(C(=CC=CC=CC(CC(C(=O)C(C(C(=CC(C(=O)CC(OC(=O)C3CCCCN3C(=O)C(=O)C1(O2)O)C(C)CC4CCC(C(C4)OC)O)C)C)O)OC)C)C)C)OC. Drug 2: C1CNP(=O)(OC1)N(CCCl)CCCl. Cell line: K-562. Synergy scores: CSS=20.8, Synergy_ZIP=-5.90, Synergy_Bliss=-4.05, Synergy_Loewe=-6.14, Synergy_HSA=-6.08. (4) Drug 1: CCCS(=O)(=O)NC1=C(C(=C(C=C1)F)C(=O)C2=CNC3=C2C=C(C=N3)C4=CC=C(C=C4)Cl)F. Synergy scores: CSS=4.85, Synergy_ZIP=0.930, Synergy_Bliss=5.37, Synergy_Loewe=-0.799, Synergy_HSA=2.76. Cell line: BT-549. Drug 2: CC1CCCC2(C(O2)CC(NC(=O)CC(C(C(=O)C(C1O)C)(C)C)O)C(=CC3=CSC(=N3)C)C)C. (5) Drug 2: C(CC(=O)O)C(=O)CN.Cl. Synergy scores: CSS=7.21, Synergy_ZIP=-2.14, Synergy_Bliss=-0.267, Synergy_Loewe=-0.469, Synergy_HSA=-0.195. Drug 1: CCCCCOC(=O)NC1=NC(=O)N(C=C1F)C2C(C(C(O2)C)O)O. Cell line: T-47D. (6) Drug 1: CS(=O)(=O)C1=CC(=C(C=C1)C(=O)NC2=CC(=C(C=C2)Cl)C3=CC=CC=N3)Cl. Drug 2: C(CCl)NC(=O)N(CCCl)N=O. Cell line: RPMI-8226. Synergy scores: CSS=18.8, Synergy_ZIP=8.60, Synergy_Bliss=12.2, Synergy_Loewe=-11.7, Synergy_HSA=5.58.